This data is from Reaction yield outcomes from USPTO patents with 853,638 reactions. The task is: Predict the reaction yield, written as a fraction of the theoretical maximum amount of product (1.0 means a 100% yield; for example, 0.34 means a 34% yield). (1) The reactants are O.[C:2]([O:8][CH2:9][C:10]([F:16])([F:15])[S:11]([O-:14])(=[O:13])=[O:12])(=[O:7])[C:3]([CH3:6])([CH3:5])[CH3:4].[Na+].[I-].[C:19]1([S+:25]([C:32]2[CH:37]=[CH:36][CH:35]=[CH:34][CH:33]=2)[C:26]2[CH:31]=[CH:30][CH:29]=[CH:28][CH:27]=2)[CH:24]=[CH:23][CH:22]=[CH:21][CH:20]=1. The catalyst is ClCCl. The product is [C:2]([O:8][CH2:9][C:10]([F:16])([F:15])[S:11]([O-:14])(=[O:12])=[O:13])(=[O:7])[C:3]([CH3:6])([CH3:5])[CH3:4].[C:32]1([S+:25]([C:19]2[CH:20]=[CH:21][CH:22]=[CH:23][CH:24]=2)[C:26]2[CH:31]=[CH:30][CH:29]=[CH:28][CH:27]=2)[CH:33]=[CH:34][CH:35]=[CH:36][CH:37]=1. The yield is 0.950. (2) The reactants are [C:1]([OH:12])(=[O:11])[C:2]1[CH:10]=[CH:9][C:8]2[O:7][CH2:6][O:5][C:4]=2[CH:3]=1.[Li+].[CH3:14]CC[CH2-].IC. The catalyst is O1CCCC1. The product is [CH3:14][C:3]1[C:4]2[O:5][CH2:6][O:7][C:8]=2[CH:9]=[CH:10][C:2]=1[C:1]([OH:12])=[O:11]. The yield is 0.970. (3) The reactants are [CH3:1][N:2]1[C:6]([C:7]2[CH:8]=[N:9][NH:10][C:11]=2[NH2:12])=[CH:5][CH:4]=[N:3]1.[CH3:13][N:14]1[C:22]2[C:17](=[CH:18][C:19]([C:23](=O)[CH2:24][C:25](OCC)=[O:26])=[CH:20][CH:21]=2)[CH:16]=[N:15]1.CC1C=CC(S(O)(=O)=O)=CC=1. The catalyst is CCCCO. The product is [CH3:13][N:14]1[C:22]2[C:17](=[CH:18][C:19]([C:23]3[NH:12][C:11]4[N:10]([N:9]=[CH:8][C:7]=4[C:6]4[N:2]([CH3:1])[N:3]=[CH:4][CH:5]=4)[C:25](=[O:26])[CH:24]=3)=[CH:20][CH:21]=2)[CH:16]=[N:15]1. The yield is 0.740. (4) The reactants are [CH2:1]([O:8][C:9]1[CH:13]=[C:12](C(OCC)=O)[N:11]([CH2:19][CH2:20][NH:21][C:22]([O:24]C(C)(C)C)=O)[N:10]=1)[C:2]1[CH:7]=[CH:6][CH:5]=[CH:4][CH:3]=1.C([O-])([O-])=O.[Na+].[Na+]. The catalyst is Cl.O1CCOCC1.O. The product is [CH2:1]([O:8][C:9]1[CH:13]=[C:12]2[C:22](=[O:24])[NH:21][CH2:20][CH2:19][N:11]2[N:10]=1)[C:2]1[CH:7]=[CH:6][CH:5]=[CH:4][CH:3]=1. The yield is 0.990.